From a dataset of Reaction yield outcomes from USPTO patents with 853,638 reactions. Predict the reaction yield, written as a fraction of the theoretical maximum amount of product (1.0 means a 100% yield; for example, 0.34 means a 34% yield). (1) The reactants are Cl[C:2]1[C:7]([C:8]#[N:9])=[C:6]([C:10]2[CH:15]=[CH:14][C:13]([O:16][CH2:17][CH2:18][OH:19])=[CH:12][CH:11]=2)[C:5]([C:20]#[N:21])=[C:4]([S:22][CH2:23][C:24]2[N:25]=[C:26]([C:29]3[CH:34]=[CH:33][C:32]([Cl:35])=[CH:31][CH:30]=3)[S:27][CH:28]=2)[N:3]=1.Cl.[F:37][CH:38]([F:41])[CH2:39][NH2:40].C(N(CC)C(C)C)(C)C. The catalyst is O1CCCC1. The product is [Cl:35][C:32]1[CH:33]=[CH:34][C:29]([C:26]2[S:27][CH:28]=[C:24]([CH2:23][S:22][C:4]3[C:5]([C:20]#[N:21])=[C:6]([C:10]4[CH:11]=[CH:12][C:13]([O:16][CH2:17][CH2:18][OH:19])=[CH:14][CH:15]=4)[C:7]([C:8]#[N:9])=[C:2]([NH:40][CH2:39][CH:38]([F:41])[F:37])[N:3]=3)[N:25]=2)=[CH:30][CH:31]=1. The yield is 0.510. (2) The reactants are [Cl:1][C:2]1[CH:7]=[CH:6][C:5]([C:8]([NH:10][C:11]2[CH:16]=[CH:15][C:14](F)=[C:13]([N+:18]([O-:20])=[O:19])[CH:12]=2)=[O:9])=[CH:4][CH:3]=1.O.[NH2:22][NH2:23].N. No catalyst specified. The product is [Cl:1][C:2]1[CH:7]=[CH:6][C:5]([C:8]([NH:10][C:11]2[CH:16]=[CH:15][C:14]([NH:22][NH2:23])=[C:13]([N+:18]([O-:20])=[O:19])[CH:12]=2)=[O:9])=[CH:4][CH:3]=1. The yield is 0.840. (3) The reactants are [NH:1]1[C:9]2[C:4](=[CH:5][CH:6]=[CH:7][CH:8]=2)[C:3]([C:10]([OH:12])=[O:11])=[N:2]1.[C:13](=O)(O)[O-].[Na+]. The catalyst is CO.S(Cl)(Cl)=O. The product is [NH:1]1[C:9]2[C:4](=[CH:5][CH:6]=[CH:7][CH:8]=2)[C:3]([C:10]([O:12][CH3:13])=[O:11])=[N:2]1. The yield is 0.940. (4) The yield is 0.100. The product is [F:1][C:2]1[C:3]([C:33]2[N:34]=[C:35]([N:38]3[CH2:39][CH2:40][O:41][CH2:42][CH2:43]3)[C:36]3[S:37][C:29]([CH2:28][N:25]4[CH2:26][CH2:27][NH:22][CH2:23][CH2:24]4)=[CH:30][C:31]=3[N:32]=2)=[C:4]2[C:8](=[CH:9][CH:10]=1)[NH:7][CH:6]=[CH:5]2. The reactants are [F:1][C:2]1[C:3]([Sn](C)(C)C)=[C:4]2[C:8](=[CH:9][CH:10]=1)[NH:7][CH:6]=[CH:5]2.C(OC([N:22]1[CH2:27][CH2:26][N:25]([CH2:28][C:29]2[S:37][C:36]3[C:35]([N:38]4[CH2:43][CH2:42][O:41][CH2:40][CH2:39]4)=[N:34][C:33](SC)=[N:32][C:31]=3[CH:30]=2)[CH2:24][CH2:23]1)=O)(C)(C)C. The catalyst is C1COCC1.C1C=CC([P]([Pd]([P](C2C=CC=CC=2)(C2C=CC=CC=2)C2C=CC=CC=2)([P](C2C=CC=CC=2)(C2C=CC=CC=2)C2C=CC=CC=2)[P](C2C=CC=CC=2)(C2C=CC=CC=2)C2C=CC=CC=2)(C2C=CC=CC=2)C2C=CC=CC=2)=CC=1. (5) The yield is 0.600. The reactants are [Br:1][C:2]1[CH:7]=[CH:6][C:5]([OH:8])=[CH:4][CH:3]=1.C(=O)([O-])[O-].[K+].[K+].[CH2:15](Br)[CH:16]([CH3:18])[CH3:17]. The product is [Br:1][C:2]1[CH:7]=[CH:6][C:5]([O:8][CH2:15][CH:16]([CH3:18])[CH3:17])=[CH:4][CH:3]=1. The catalyst is CC(C)=O.O. (6) The reactants are [C:1]1([CH:7]([C:9](=[O:12])[CH2:10][CH3:11])[CH3:8])[CH:6]=[CH:5][CH:4]=[CH:3][CH:2]=1.C(O[CH:18]([N:22]([CH3:24])[CH3:23])N(C)C)(C)(C)C. No catalyst specified. The product is [CH3:24][N:22]([CH3:23])[CH:18]=[C:10]([CH3:11])[C:9](=[O:12])[CH:7]([C:1]1[CH:6]=[CH:5][CH:4]=[CH:3][CH:2]=1)[CH3:8]. The yield is 0.970. (7) The reactants are Cl.[CH3:2][C:3]1[C:7]([CH2:8][N:9]2[CH:13]=[C:12]([NH2:14])[CH:11]=[N:10]2)=[C:6]([CH3:15])[O:5][N:4]=1.C(N(CC)CC)C.[Cl:23][C:24]1[C:28]([S:29]([CH3:32])(=[O:31])=[O:30])=[CH:27][S:26][C:25]=1[C:33](Cl)=[O:34]. The catalyst is C(Cl)Cl.CC#N. The product is [Cl:23][C:24]1[C:28]([S:29]([CH3:32])(=[O:30])=[O:31])=[CH:27][S:26][C:25]=1[C:33]([NH:14][C:12]1[CH:11]=[N:10][N:9]([CH2:8][C:7]2[C:3]([CH3:2])=[N:4][O:5][C:6]=2[CH3:15])[CH:13]=1)=[O:34]. The yield is 0.450. (8) The reactants are [F:1][C:2]1[CH:7]=[CH:6][C:5]([C:8]2[N:9]=[N:10][S:11][C:12]=2[CH3:13])=[CH:4][CH:3]=1.BrN1C(=[O:20])CCC1=O.N(C(C)(C)C#N)=NC(C)(C)C#N. The catalyst is C(Cl)(Cl)(Cl)Cl. The product is [F:1][C:2]1[CH:3]=[CH:4][C:5]([C:8]2[N:9]=[N:10][S:11][C:12]=2[CH:13]=[O:20])=[CH:6][CH:7]=1. The yield is 0.0540.